From a dataset of Reaction yield outcomes from USPTO patents with 853,638 reactions. Predict the reaction yield, written as a fraction of the theoretical maximum amount of product (1.0 means a 100% yield; for example, 0.34 means a 34% yield). (1) The reactants are [N:1]12[CH2:8][CH2:7][C:4]([C:9]([C:17]3[CH:22]=[CH:21][CH:20]=[CH:19][CH:18]=3)([C:11]3[CH:16]=[CH:15][CH:14]=[CH:13][CH:12]=3)[OH:10])([CH2:5][CH2:6]1)[CH2:3][CH2:2]2.[Br:23][CH2:24][CH2:25][CH2:26][O:27][C:28]1[CH:33]=[CH:32][C:31]([O:34][CH2:35][C:36]2[CH:41]=[CH:40][CH:39]=[CH:38][CH:37]=2)=[CH:30][CH:29]=1. The catalyst is CC#N. The product is [Br-:23].[OH:10][C:9]([C:17]1[CH:22]=[CH:21][CH:20]=[CH:19][CH:18]=1)([C:11]1[CH:12]=[CH:13][CH:14]=[CH:15][CH:16]=1)[C:4]12[CH2:5][CH2:6][N+:1]([CH2:24][CH2:25][CH2:26][O:27][C:28]3[CH:33]=[CH:32][C:31]([O:34][CH2:35][C:36]4[CH:41]=[CH:40][CH:39]=[CH:38][CH:37]=4)=[CH:30][CH:29]=3)([CH2:2][CH2:3]1)[CH2:8][CH2:7]2. The yield is 0.833. (2) The reactants are [Br:1][C:2]1[CH:3]=[C:4]([C:9]([CH3:13])([CH3:12])[C:10]#[N:11])[CH:5]=[C:6]([F:8])[CH:7]=1.C([N-]C(C)C)(C)C.[Li+].[C:22]([N:26]=[C:27]=[O:28])([CH3:25])([CH3:24])[CH3:23]. The catalyst is C1COCC1. The product is [Br:1][C:2]1[CH:3]=[C:4]([C:9]([C:10]#[N:11])([CH3:13])[CH3:12])[CH:5]=[C:6]([F:8])[C:7]=1[C:27]([NH:26][C:22]([CH3:25])([CH3:24])[CH3:23])=[O:28]. The yield is 0.821. (3) The reactants are [CH2:1]([S:8]([C:11]1[CH:16]=[CH:15][C:14]([CH:17](OC)[O:18]C)=[CH:13][CH:12]=1)(=[O:10])=[O:9])[C:2]1[CH:7]=[CH:6][CH:5]=[CH:4][CH:3]=1.S(=O)(=O)(O)O.C(=O)([O-])[O-].[K+].[K+]. The catalyst is C1COCC1. The product is [CH2:1]([S:8]([C:11]1[CH:12]=[CH:13][C:14]([CH:17]=[O:18])=[CH:15][CH:16]=1)(=[O:10])=[O:9])[C:2]1[CH:3]=[CH:4][CH:5]=[CH:6][CH:7]=1. The yield is 0.570.